Dataset: Full USPTO retrosynthesis dataset with 1.9M reactions from patents (1976-2016). Task: Predict the reactants needed to synthesize the given product. (1) Given the product [N+:1]([C:4]1[CH:9]=[CH:8][C:7]([CH2:10][CH2:11][CH2:12][OH:13])=[C:6]([C:14]([F:15])([F:16])[F:17])[CH:5]=1)([O-:3])=[O:2], predict the reactants needed to synthesize it. The reactants are: [N+:1]([C:4]1[CH:9]=[CH:8][C:7]([CH2:10][CH2:11][CH:12]=[O:13])=[C:6]([C:14]([F:17])([F:16])[F:15])[CH:5]=1)([O-:3])=[O:2].[BH4-].[Na+]. (2) Given the product [Br:8][C:6]1[CH:5]=[N:4][CH:3]=[C:2]([C:13]2[CH:12]=[N:11][N:10]([CH3:9])[CH:14]=2)[CH:7]=1, predict the reactants needed to synthesize it. The reactants are: Br[C:2]1[CH:3]=[N:4][CH:5]=[C:6]([Br:8])[CH:7]=1.[CH3:9][N:10]1[CH:14]=[C:13](B2OC(C)(C)C(C)(C)O2)[CH:12]=[N:11]1.P([O-])([O-])([O-])=O.[K+].[K+].[K+].C(Cl)Cl. (3) Given the product [CH2:1]([O:3][C:4](=[O:22])[CH:5]=[CH:6][C:7]1[CH:12]=[CH:11][CH:10]=[C:9]([NH:13][C:14]([C:16]2[O:17][C:18]([C:34]3[CH:33]=[C:32]([C:23]4[CH:28]=[CH:27][CH:26]=[CH:25][CH:24]=4)[CH:37]=[CH:36][CH:35]=3)=[CH:19][CH:20]=2)=[O:15])[CH:8]=1)[CH3:2], predict the reactants needed to synthesize it. The reactants are: [CH2:1]([O:3][C:4](=[O:22])[CH:5]=[CH:6][C:7]1[CH:12]=[CH:11][CH:10]=[C:9]([NH:13][C:14]([C:16]2[O:17][C:18](Br)=[CH:19][CH:20]=2)=[O:15])[CH:8]=1)[CH3:2].[C:23]1([C:32]2[CH:37]=[CH:36][CH:35]=[CH:34][CH:33]=2)[CH:28]=[CH:27][CH:26]=[C:25](B(O)O)[CH:24]=1. (4) Given the product [C:1]([O:5][C:6]([N:8]1[CH2:13][CH2:12][N:11]([CH:14]2[CH2:17][CH2:16][CH2:15]2)[CH2:10][CH2:9]1)=[O:7])([CH3:4])([CH3:2])[CH3:3], predict the reactants needed to synthesize it. The reactants are: [C:1]([O:5][C:6]([N:8]1[CH2:13][CH2:12][NH:11][CH2:10][CH2:9]1)=[O:7])([CH3:4])([CH3:3])[CH3:2].[C:14]1(=O)[CH2:17][CH2:16][CH2:15]1.C(O)(=O)C.C([BH3-])#N.[Na+]. (5) Given the product [CH3:8][O:9][C:10]1[CH:11]=[CH:12][C:13]([C:16]2[CH:17]=[CH:18][C:19]([S:22]([NH:25][CH:26]([CH2:31][CH:32]([OH:34])[CH2:33][S:7][C:6]3[CH:5]=[CH:4][O:3][C:2]=3[CH3:1])[C:27]([OH:29])=[O:28])(=[O:23])=[O:24])=[CH:20][CH:21]=2)=[CH:14][CH:15]=1, predict the reactants needed to synthesize it. The reactants are: [CH3:1][C:2]1[O:3][CH:4]=[CH:5][C:6]=1[SH:7].[CH3:8][O:9][C:10]1[CH:15]=[CH:14][C:13]([C:16]2[CH:21]=[CH:20][C:19]([S:22]([NH:25][CH:26]([CH2:31][CH:32]3[O:34][CH2:33]3)[C:27]([O:29]C)=[O:28])(=[O:24])=[O:23])=[CH:18][CH:17]=2)=[CH:12][CH:11]=1. (6) Given the product [CH:8]([Si:10]([CH:14]([CH3:16])[CH3:15])([CH:11]([CH3:13])[CH3:12])[O:6][CH:3]([CH2:4][NH2:5])[CH2:2][NH2:1])([CH3:9])[CH3:7], predict the reactants needed to synthesize it. The reactants are: [NH2:1][CH2:2][CH:3]([OH:6])[CH2:4][NH2:5].[CH3:7][CH:8]([Si:10](Cl)([CH:14]([CH3:16])[CH3:15])[CH:11]([CH3:13])[CH3:12])[CH3:9].CCN(CC)CC. (7) Given the product [OH:46][CH2:45][CH2:44][CH2:43][N:36]1[CH2:35][CH2:34][C:33]2[C:38](=[CH:39][CH:40]=[C:31]([C:28]3[N:27]=[C:26]([C:23]4[CH:24]=[CH:25][C:18]([O:17][CH:15]([CH3:14])[CH3:16])=[C:19]([CH:22]=4)[C:20]#[N:21])[O:30][N:29]=3)[C:32]=2[CH3:41])[CH2:37]1, predict the reactants needed to synthesize it. The reactants are: C(=O)([O-])[O-].[K+].[K+].FC(F)(F)C(O)=O.[CH3:14][CH:15]([O:17][C:18]1[CH:25]=[CH:24][C:23]([C:26]2[O:30][N:29]=[C:28]([C:31]3[C:32]([CH3:41])=[C:33]4[C:38](=[CH:39][CH:40]=3)[CH2:37][NH:36][CH2:35][CH2:34]4)[N:27]=2)=[CH:22][C:19]=1[C:20]#[N:21])[CH3:16].Br[CH2:43][CH2:44][CH2:45][OH:46]. (8) The reactants are: [Br:1][C:2]1[CH:3]=[N:4][N:5]2[C:10](Cl)=[C:9]([C:12]([O:14][CH2:15][CH3:16])=[O:13])[CH:8]=[N:7][C:6]=12.[CH3:17][C:18]1[CH:24]=[CH:23][C:22]([CH3:25])=[CH:21][C:19]=1[NH2:20]. Given the product [Br:1][C:2]1[CH:3]=[N:4][N:5]2[C:10]([NH:20][C:19]3[CH:21]=[C:22]([CH3:25])[CH:23]=[CH:24][C:18]=3[CH3:17])=[C:9]([C:12]([O:14][CH2:15][CH3:16])=[O:13])[CH:8]=[N:7][C:6]=12, predict the reactants needed to synthesize it. (9) Given the product [Cl:1][C:2]1[CH:10]=[C:9]([N+:11]([O-:13])=[O:12])[CH:8]=[CH:7][C:3]=1[C:4]([Cl:16])=[O:5], predict the reactants needed to synthesize it. The reactants are: [Cl:1][C:2]1[CH:10]=[C:9]([N+:11]([O-:13])=[O:12])[CH:8]=[CH:7][C:3]=1[C:4](O)=[O:5].S(Cl)([Cl:16])=O. (10) Given the product [CH:1]1([N:13]2[CH2:18][CH2:17][CH:16]([NH:26][C:21]3[C:20]([NH2:27])=[CH:25][CH:24]=[CH:23][CH:22]=3)[CH2:15][CH2:14]2)[C:11]2=[C:12]3[C:7](=[CH:8][CH:9]=[CH:10]2)[CH2:6][CH2:5][CH2:4][CH:3]3[CH2:2]1, predict the reactants needed to synthesize it. The reactants are: [CH:1]1([N:13]2[CH2:18][CH2:17][C:16](=O)[CH2:15][CH2:14]2)[C:11]2=[C:12]3[C:7](=[CH:8][CH:9]=[CH:10]2)[CH2:6][CH2:5][CH2:4][CH:3]3[CH2:2]1.[C:20]1([NH2:27])[CH:25]=[CH:24][CH:23]=[CH:22][C:21]=1[NH2:26].C(O[BH-](OC(=O)C)OC(=O)C)(=O)C.[Na+].C(=O)([O-])[O-].[K+].[K+].